From a dataset of Full USPTO retrosynthesis dataset with 1.9M reactions from patents (1976-2016). Predict the reactants needed to synthesize the given product. (1) Given the product [NH2:25][C:22]1[CH:23]=[CH:24][C:19]([C:18](=[O:28])[C:13]2[C:14]([Cl:17])=[CH:15][CH:16]=[C:11]([C@H:8]([NH2:7])[CH2:9][CH3:10])[C:12]=2[F:29])=[CH:20][C:21]=1[C:26]#[N:27], predict the reactants needed to synthesize it. The reactants are: C(OC(=O)[NH:7][C@@H:8]([C:11]1[CH:16]=[CH:15][C:14]([Cl:17])=[C:13]([C:18](=[O:28])[C:19]2[CH:24]=[CH:23][C:22]([NH2:25])=[C:21]([C:26]#[N:27])[CH:20]=2)[C:12]=1[F:29])[CH2:9][CH3:10])(C)(C)C.Cl.O1CCOCC1. (2) Given the product [CH3:17][O:18][C:19](=[O:35])[C:20]1[CH:21]=[CH:22][C:23]([S:26][C:27]2[CH:32]=[CH:31][C:30]([OH:33])=[CH:29][CH:28]=2)=[C:24]([NH:2][C:1]2[C:3]3[CH:8]=[CH:7][C:6]([CH:9]([CH3:10])[CH3:11])=[N:5][C:4]=3[N:12]=[CH:13][N:14]=2)[CH:25]=1, predict the reactants needed to synthesize it. The reactants are: [C:1]([C:3]1[C:4]([N:12]=[CH:13][N:14](C)C)=[N:5][C:6]([CH:9]([CH3:11])[CH3:10])=[CH:7][CH:8]=1)#[N:2].[CH3:17][O:18][C:19](=[O:35])[C:20]1[CH:25]=[CH:24][C:23]([S:26][C:27]2[CH:32]=[CH:31][C:30]([OH:33])=[CH:29][CH:28]=2)=[C:22](N)[CH:21]=1.CCOC(C)=O.C([O-])([O-])=O.[K+].[K+]. (3) Given the product [C:18]([O:17][CH:12]([C:3]1[CH:4]=[CH:5][CH:6]=[C:7]([C:8]([F:11])([F:10])[F:9])[C:2]=1[C:36]1[CH:45]=[CH:44][C:43]2[O:42][CH2:41][CH2:40][CH2:39][C:38]=2[CH:37]=1)[C:13]([O:15][CH3:16])=[O:14])([CH3:21])([CH3:20])[CH3:19], predict the reactants needed to synthesize it. The reactants are: Br[C:2]1[C:7]([C:8]([F:11])([F:10])[F:9])=[CH:6][CH:5]=[CH:4][C:3]=1[CH:12]([O:17][C:18]([CH3:21])([CH3:20])[CH3:19])[C:13]([O:15][CH3:16])=[O:14].C(=O)([O-])[O-].[Na+].[Na+].CC1(C)C(C)(C)OB([C:36]2[CH:37]=[C:38]3[C:43](=[CH:44][CH:45]=2)[O:42][CH2:41][CH2:40][CH2:39]3)O1. (4) Given the product [Cl:21][C:4]1[C:5]2[C:10](=[CH:9][CH:8]=[C:7]([O:12][CH3:13])[CH:6]=2)[CH:11]=[C:3]([Cl:16])[N:2]=1, predict the reactants needed to synthesize it. The reactants are: O/[N:2]=[C:3]1/[C:4](=O)[C:5]2[C:10]([CH2:11]/1)=[CH:9][CH:8]=[C:7]([O:12][CH3:13])[CH:6]=2.P(Cl)(Cl)(Cl)(Cl)[Cl:16].[ClH:21]. (5) Given the product [Si:20]([NH:1][C@H:2]([C:6]([OH:8])=[O:7])[CH2:3][CH2:4][OH:5])([C:23]([CH3:26])([CH3:25])[CH3:24])([CH3:22])[CH3:21], predict the reactants needed to synthesize it. The reactants are: [NH2:1][C@H:2]([C:6]([OH:8])=[O:7])[CH2:3][CH2:4][OH:5].N12CCCN=C1CCCCC2.[Si:20](Cl)([C:23]([CH3:26])([CH3:25])[CH3:24])([CH3:22])[CH3:21].